This data is from Blood-brain barrier penetration binary classification data from Martins et al.. The task is: Regression/Classification. Given a drug SMILES string, predict its absorption, distribution, metabolism, or excretion properties. Task type varies by dataset: regression for continuous measurements (e.g., permeability, clearance, half-life) or binary classification for categorical outcomes (e.g., BBB penetration, CYP inhibition). Dataset: bbb_martins. (1) The drug is ClCCl. The result is 1 (penetrates BBB). (2) The drug is CCn1cc(C(=O)O)c(=O)c2ccc(C)nc21. The result is 0 (does not penetrate BBB). (3) The drug is Cn1cnc2c1c(=O)[nH]c(=O)n2C. The result is 1 (penetrates BBB). (4) The compound is CN(C)CCCN1c2ccccc2CCc2ccc(C#N)cc21. The result is 1 (penetrates BBB).